From a dataset of Full USPTO retrosynthesis dataset with 1.9M reactions from patents (1976-2016). Predict the reactants needed to synthesize the given product. (1) Given the product [Br:30][C:8]1[C:9]2[C:14](=[CH:13][CH:12]=[CH:11][CH:10]=2)[C:5]([NH:4][C:2](=[O:3])[CH3:1])=[C:6]([C:15]([OH:24])([C:16]([F:19])([F:18])[F:17])[C:20]([F:21])([F:22])[F:23])[CH:7]=1, predict the reactants needed to synthesize it. The reactants are: [CH3:1][C:2]([NH:4][C:5]1[C:14]2[C:9](=[CH:10][CH:11]=[CH:12][CH:13]=2)[CH:8]=[CH:7][C:6]=1[C:15]([OH:24])([C:20]([F:23])([F:22])[F:21])[C:16]([F:19])([F:18])[F:17])=[O:3].C([O-])(=O)C.[Na+].[Br:30]Br. (2) Given the product [C:1]([C:5]1[CH:12]=[CH:11][C:8]([CH2:9][NH:22][CH2:21][CH2:20][C:17]2[CH:18]=[CH:19][C:14]([Cl:13])=[CH:15][CH:16]=2)=[CH:7][CH:6]=1)([CH3:4])([CH3:3])[CH3:2], predict the reactants needed to synthesize it. The reactants are: [C:1]([C:5]1[CH:12]=[CH:11][C:8]([CH:9]=O)=[CH:7][CH:6]=1)([CH3:4])([CH3:3])[CH3:2].[Cl:13][C:14]1[CH:19]=[CH:18][C:17]([CH2:20][CH2:21][NH2:22])=[CH:16][CH:15]=1.[BH4-].[Na+]. (3) Given the product [F:13][C:12]([F:15])([F:14])[C:11]([N:7]1[C:8]2[C:4](=[CH:3][C:2]([C:17]#[N:18])=[CH:10][CH:9]=2)[CH2:5][CH2:6]1)=[O:16], predict the reactants needed to synthesize it. The reactants are: Br[C:2]1[CH:3]=[C:4]2[C:8](=[CH:9][CH:10]=1)[N:7]([C:11](=[O:16])[C:12]([F:15])([F:14])[F:13])[CH2:6][CH2:5]2.[C:17]([Cu])#[N:18]. (4) Given the product [N:2]([C@@H:5]1[C@H:10]([NH:11][C:12]([C:14]2[NH:15][C:16]([CH3:21])=[C:17]([Cl:20])[C:18]=2[Cl:19])=[O:13])[CH2:9][CH2:8][N:7]([C:32]2[S:33][C:34]([C:37]([O:39][CH3:40])=[O:38])=[CH:35][N:36]=2)[CH2:6]1)=[N+:3]=[N-:4], predict the reactants needed to synthesize it. The reactants are: Br.[N:2]([C@@H:5]1[C@H:10]([NH:11][C:12]([C:14]2[NH:15][C:16]([CH3:21])=[C:17]([Cl:20])[C:18]=2[Cl:19])=[O:13])[CH2:9][CH2:8][NH:7][CH2:6]1)=[N+:3]=[N-:4].CCN(C(C)C)C(C)C.Br[C:32]1[S:33][C:34]([C:37]([O:39][CH3:40])=[O:38])=[CH:35][N:36]=1.CCOC(C)=O.